From a dataset of Full USPTO retrosynthesis dataset with 1.9M reactions from patents (1976-2016). Predict the reactants needed to synthesize the given product. (1) Given the product [F:21][C:16]1[CH:17]=[CH:18][CH:19]=[CH:20][C:15]=1[CH2:14][CH:13]([OH:22])[CH:12]([CH3:11])[CH3:23], predict the reactants needed to synthesize it. The reactants are: [H-].[Al+3].[Li+].[H-].[H-].[H-].S(C1C=CC(C)=CC=1)(O[CH2:11][CH:12]([CH3:23])[CH:13]([OH:22])[CH2:14][C:15]1[CH:20]=[CH:19][CH:18]=[CH:17][C:16]=1[F:21])(=O)=O.O.O.O.O.O.O.O.O.O.O.[O-]S([O-])(=O)=O.[Na+].[Na+]. (2) Given the product [C:42]([NH:46][C:47](=[O:50])[CH2:48][N:33]1[CH2:34][CH2:35][CH:30]([C:28]2[CH:27]=[CH:26][C:23]3[C:24]4[N:18]([CH:17]=[C:16]([C:15]5[N:11]([CH:8]([CH3:10])[CH3:9])[N:12]=[CH:13][N:14]=5)[N:25]=4)[CH2:19][CH2:20][O:21][C:22]=3[CH:29]=2)[CH2:31][CH2:32]1)([CH3:45])([CH3:44])[CH3:43], predict the reactants needed to synthesize it. The reactants are: FC(F)(F)C(O)=O.[CH:8]([N:11]1[C:15]([C:16]2[N:25]=[C:24]3[N:18]([CH2:19][CH2:20][O:21][C:22]4[CH:29]=[C:28]([CH:30]5[CH2:35][CH2:34][NH:33][CH2:32][CH2:31]5)[CH:27]=[CH:26][C:23]=43)[CH:17]=2)=[N:14][CH:13]=[N:12]1)([CH3:10])[CH3:9].C(=O)([O-])[O-].[K+].[K+].[C:42]([NH:46][C:47](=[O:50])[CH2:48]Cl)([CH3:45])([CH3:44])[CH3:43]. (3) Given the product [Cl:23][C:21]1[C:20]([F:24])=[CH:19][C:18](/[CH:25]=[CH:26]/[C:27]([N:44]2[CH:38]3[CH2:39][CH2:41][CH:42]2[CH2:43][N:36]([CH2:35][C:34]2[CH:33]=[CH:32][C:31]([F:30])=[CH:47][CH:46]=2)[CH2:37]3)=[O:29])=[C:17]([NH:16][C:13](=[O:15])[CH3:14])[CH:22]=1, predict the reactants needed to synthesize it. The reactants are: CCN=C=NCCCN(C)C.Cl.[C:13]([NH:16][C:17]1[CH:22]=[C:21]([Cl:23])[C:20]([F:24])=[CH:19][C:18]=1/[CH:25]=[CH:26]/[C:27]([OH:29])=O)(=[O:15])[CH3:14].[F:30][C:31]1[CH:47]=[CH:46][C:34]([CH2:35][N:36]2[CH2:43][CH:42]3[NH:44][CH:38]([CH2:39]N(C)[CH2:41]3)[CH2:37]2)=[CH:33][CH:32]=1. (4) Given the product [NH2:24][C:19]1([C:25]#[N:26])[CH2:20][CH2:21][CH:17]([C:12]2[CH:11]=[CH:10][C:9]3[CH2:8][C@H:7]([CH2:1][CH2:2][CH2:3][CH2:4][CH2:5][CH3:6])[CH2:16][CH2:15][C:14]=3[CH:13]=2)[CH2:18]1, predict the reactants needed to synthesize it. The reactants are: [CH2:1]([C@@H:7]1[CH2:16][CH2:15][C:14]2[CH:13]=[C:12]([CH:17]3[CH2:21][CH2:20][C:19](=O)[CH2:18]3)[CH:11]=[CH:10][C:9]=2[CH2:8]1)[CH2:2][CH2:3][CH2:4][CH2:5][CH3:6].[Cl-].[NH4+:24].[C-:25]#[N:26].[Na+].N. (5) Given the product [CH2:8]([C@H:9]([CH2:10][CH2:11][CH2:12][CH2:18][CH2:17][CH3:19])[C:20]([OH:23])=[O:22])[CH2:7][CH3:6], predict the reactants needed to synthesize it. The reactants are: CS(O)(=O)=O.[CH3:6][CH2:7][CH2:8][CH2:9][CH2:10][CH2:11][CH3:12].C(O[CH:17]([CH3:19])[CH3:18])(=O)C.[C:20]([OH:23])(=[O:22])C.